Dataset: Forward reaction prediction with 1.9M reactions from USPTO patents (1976-2016). Task: Predict the product of the given reaction. (1) Given the reactants [C:1]([NH:4][C:5]1[CH:6]=[C:7]2[C:12](=[CH:13][C:14]=1[O:15][CH3:16])[CH:11]([C:17]1[CH:22]=[CH:21][C:20]([N+:23]([O-:25])=[O:24])=[CH:19][CH:18]=1)[O:10][CH:9]([CH3:26])[CH2:8]2)(=[O:3])[CH3:2].[OH-:27].[Na+].Cl, predict the reaction product. The product is: [C:1]([NH:4][C:5]1[CH:6]=[C:7]2[C:12](=[CH:13][C:14]=1[O:15][CH3:16])[C:11]([OH:27])([C:17]1[CH:22]=[CH:21][C:20]([N+:23]([O-:25])=[O:24])=[CH:19][CH:18]=1)[O:10][CH:9]([CH3:26])[CH2:8]2)(=[O:3])[CH3:2]. (2) Given the reactants [F:1][C:2]1[CH:7]=[C:6]([CH3:8])[CH:5]=[CH:4][N:3]=1.[Br:9]N1C(=O)CCC1=O.N(C1(C#N)CCCCC1)=NC1(C#N)CCCCC1, predict the reaction product. The product is: [Br:9][CH2:8][C:6]1[CH:5]=[CH:4][N:3]=[C:2]([F:1])[CH:7]=1. (3) Given the reactants Br[CH2:2][CH2:3][O:4][C:5]1[C:10]([O:11][CH2:12][CH2:13][CH2:14][C:15]2[CH:20]=[CH:19][CH:18]=[CH:17][CH:16]=2)=[C:9]([O:21][CH3:22])[C:8]([Cl:23])=[C:7]([CH3:24])[C:6]=1[C:25](=[O:27])[CH3:26].Cl.[OH:29][CH:30]1[CH2:33][NH:32][CH2:31]1, predict the reaction product. The product is: [Cl:23][C:8]1[C:7]([CH3:24])=[C:6]([C:25](=[O:27])[CH3:26])[C:5]([O:4][CH2:3][CH2:2][N:32]2[CH2:33][CH:30]([OH:29])[CH2:31]2)=[C:10]([O:11][CH2:12][CH2:13][CH2:14][C:15]2[CH:20]=[CH:19][CH:18]=[CH:17][CH:16]=2)[C:9]=1[O:21][CH3:22]. (4) Given the reactants [O:1]=[C:2]1[C:11]2[C:6](=[CH:7][CH:8]=[CH:9][C:10]=2[C:12]([F:15])([F:14])[F:13])[NH:5][CH:4]=[C:3]1[C:16]([OH:18])=O.[CH:19]12[N:25]([C:26]3[CH:32]=[CH:31][C:29]([NH2:30])=[C:28]([C:33]([F:36])([F:35])[F:34])[CH:27]=3)[CH:22]([CH2:23][CH2:24]1)[CH2:21][CH2:20]2.N1C=CC=CC=1, predict the reaction product. The product is: [CH:22]12[N:25]([C:26]3[CH:32]=[CH:31][C:29]([NH:30][C:16]([C:3]4[C:2](=[O:1])[C:11]5[C:6](=[CH:7][CH:8]=[CH:9][C:10]=5[C:12]([F:13])([F:14])[F:15])[NH:5][CH:4]=4)=[O:18])=[C:28]([C:33]([F:36])([F:34])[F:35])[CH:27]=3)[CH:19]([CH2:20][CH2:21]1)[CH2:24][CH2:23]2. (5) The product is: [CH3:1][O:2][C:3]([C:5]1[CH:9]=[C:8]([O:10][C:11]2[CH:16]=[CH:15][CH:14]=[CH:13][C:12]=2[NH:17][C:35]([NH:34][C:31]2[CH:32]=[CH:33][C:28]([C:24]([CH3:27])([CH3:26])[CH3:25])=[CH:29][CH:30]=2)=[O:36])[N:7]([C:18]2[CH:23]=[CH:22][CH:21]=[CH:20][CH:19]=2)[N:6]=1)=[O:4]. Given the reactants [CH3:1][O:2][C:3]([C:5]1[CH:9]=[C:8]([O:10][C:11]2[CH:16]=[CH:15][CH:14]=[CH:13][C:12]=2[NH2:17])[N:7]([C:18]2[CH:23]=[CH:22][CH:21]=[CH:20][CH:19]=2)[N:6]=1)=[O:4].[C:24]([C:28]1[CH:33]=[CH:32][C:31]([N:34]=[C:35]=[O:36])=[CH:30][CH:29]=1)([CH3:27])([CH3:26])[CH3:25].C(N(CC)CC)C, predict the reaction product. (6) Given the reactants CCC[N:4]([C@@H:12]1[CH2:17][C:16]2[CH:18]=[CH:19][CH:20]=[C:21]([OH:22])[C:15]=2[CH2:14][CH2:13]1)[CH2:5][CH2:6][C:7]1[S:11][CH:10]=[CH:9][CH:8]=1.Cl.[CH3:24]OC1C=CC=C2C=1CCC(=O)C2.S1C=CC=C1CCN.C1(C)C=CC(S(O)(=O)=O)=CC=1.C([BH3-])#N.[Na+], predict the reaction product. The product is: [CH3:24][O:22][C:21]1[CH:20]=[CH:19][CH:18]=[C:16]2[C:15]=1[CH2:14][CH2:13][CH:12]([NH:4][CH2:5][CH2:6][C:7]1[S:11][CH:10]=[CH:9][CH:8]=1)[CH2:17]2. (7) Given the reactants [NH2:1][C:2]1[CH:7]=[CH:6][CH:5]=[CH:4][N:3]=1.[C:8](O[C:8]([O:10][C:11]([CH3:14])([CH3:13])[CH3:12])=[O:9])([O:10][C:11]([CH3:14])([CH3:13])[CH3:12])=[O:9], predict the reaction product. The product is: [N:3]1[CH:4]=[CH:5][CH:6]=[CH:7][C:2]=1[NH:1][C:8](=[O:9])[O:10][C:11]([CH3:14])([CH3:13])[CH3:12]. (8) Given the reactants [N:1]1[CH:6]=[CH:5][C:4](B(O)O)=[CH:3][CH:2]=1.FC(F)(F)S(O[C:16]1[C@@:20]2([CH3:41])[CH2:21][CH2:22][C@H:23]3[C@H:32]([C@@H:19]2[CH2:18][CH:17]=1)[CH2:31][CH:30]=[C:29]1[C@:24]3([CH3:40])[CH2:25][CH2:26][C:27](=[O:39])[N:28]1[CH2:33][C:34]([N:36]([CH3:38])[CH3:37])=[O:35])(=O)=O.O, predict the reaction product. The product is: [CH3:40][C@@:24]12[C@H:23]3[CH2:22][CH2:21][C@@:20]4([CH3:41])[C@H:19]([C@@H:32]3[CH2:31][CH:30]=[C:29]1[N:28]([CH2:33][C:34]([N:36]([CH3:37])[CH3:38])=[O:35])[C:27](=[O:39])[CH2:26][CH2:25]2)[CH2:18][CH:17]=[C:16]4[C:4]1[CH:5]=[CH:6][N:1]=[CH:2][CH:3]=1. (9) Given the reactants [F:8][C:7]([F:10])([F:9])C(OC(=O)[C:7]([F:10])([F:9])[F:8])=O.N1C=CC=CC=1.[CH2:20]([N:27](C(C1C=CC=CC=1)C(O)=O)[C:28](=O)[C:29]1[CH:34]=[CH:33][C:32]([N+:35]([O-:37])=[O:36])=[CH:31][CH:30]=1)[C:21]1[CH:26]=[CH:25][CH:24]=[CH:23][CH:22]=1.[C:49](=[O:52])(O)[O-].[Na+], predict the reaction product. The product is: [N+:35]([C:32]1[CH:31]=[CH:30][C:29]([C:28]2[O:52][C:49]([C:7]([F:8])([F:9])[F:10])=[C:20]([C:21]3[CH:22]=[CH:23][CH:24]=[CH:25][CH:26]=3)[N:27]=2)=[CH:34][CH:33]=1)([O-:37])=[O:36]. (10) Given the reactants [Cl:1][C:2]1[CH:10]=[C:9]([C:11](O)=[O:12])[CH:8]=[C:7]([Cl:14])[C:3]=1[C:4]([OH:6])=[O:5].C1N=[CH:18][N:17](C(N2C=NC=C2)=O)[CH:16]=1.CNC, predict the reaction product. The product is: [Cl:1][C:2]1[CH:10]=[C:9]([C:11](=[O:12])[N:17]([CH3:18])[CH3:16])[CH:8]=[C:7]([Cl:14])[C:3]=1[C:4]([OH:6])=[O:5].